Predict which catalyst facilitates the given reaction. From a dataset of Catalyst prediction with 721,799 reactions and 888 catalyst types from USPTO. (1) Reactant: [C:1]([NH:5][C:6]([NH:18][C:19]1[C:27]2[C:22](=[C:23]([O:29]C)[CH:24]=[CH:25][C:26]=2[F:28])[NH:21][N:20]=1)=[N:7][C:8](=[O:17])[C:9]1[CH:14]=[CH:13][C:12]([F:15])=[C:11]([F:16])[CH:10]=1)([CH3:4])([CH3:3])[CH3:2].B(Br)(Br)Br. Product: [C:1]([NH:5][C:6]([NH:18][C:19]1[C:27]2[C:22](=[C:23]([OH:29])[CH:24]=[CH:25][C:26]=2[F:28])[NH:21][N:20]=1)=[N:7][C:8](=[O:17])[C:9]1[CH:14]=[CH:13][C:12]([F:15])=[C:11]([F:16])[CH:10]=1)([CH3:4])([CH3:2])[CH3:3]. The catalyst class is: 4. (2) Reactant: [F:8][C:7]([F:10])([F:9])[C:6](O[C:6](=[O:11])[C:7]([F:10])([F:9])[F:8])=[O:11].[CH3:14][N:15]1[C:23]2([CH2:28][CH2:27][N:26]([C:29]([O:31][C:32]([CH3:35])([CH3:34])[CH3:33])=[O:30])[CH2:25][CH2:24]2)[C:19]2=[CH:20][CH:21]=[CH:22][N:18]2[CH2:17][CH2:16]1.N1C=CC=CC=1. Product: [CH3:14][N:15]1[C:23]2([CH2:24][CH2:25][N:26]([C:29]([O:31][C:32]([CH3:35])([CH3:34])[CH3:33])=[O:30])[CH2:27][CH2:28]2)[C:19]2=[CH:20][CH:21]=[C:22]([C:6](=[O:11])[C:7]([F:8])([F:9])[F:10])[N:18]2[CH2:17][CH2:16]1. The catalyst class is: 2.